This data is from Catalyst prediction with 721,799 reactions and 888 catalyst types from USPTO. The task is: Predict which catalyst facilitates the given reaction. (1) Reactant: Br[CH2:2][CH2:3][CH2:4][CH2:5][O:6][C:7]1[CH:16]=[C:15]2[C:10]([CH:11]=[CH:12][C:13](=[O:17])[NH:14]2)=[CH:9][CH:8]=1.[Na+].[I-].Cl.[CH3:21][O:22][C:23]1[CH:28]=[CH:27][CH:26]=[CH:25][C:24]=1[N:29]1[CH2:35][CH2:34][CH2:33][NH:32][CH2:31][CH2:30]1.C([O-])([O-])=O.[K+].[K+]. Product: [CH3:21][O:22][C:23]1[CH:28]=[CH:27][CH:26]=[CH:25][C:24]=1[N:29]1[CH2:35][CH2:34][CH2:33][N:32]([CH2:2][CH2:3][CH2:4][CH2:5][O:6][C:7]2[CH:16]=[C:15]3[C:10]([CH:11]=[CH:12][C:13](=[O:17])[NH:14]3)=[CH:9][CH:8]=2)[CH2:31][CH2:30]1. The catalyst class is: 144. (2) Reactant: [Br:1][C:2]1[N:3]=[C:4]([C:23]2[O:27][N:26]=[C:25]([C:28]3[CH:33]=[CH:32][C:31]([CH2:34]Br)=[CH:30][CH:29]=3)[CH:24]=2)[C:5]([N:8]([C:16]([O:18][C:19]([CH3:22])([CH3:21])[CH3:20])=[O:17])[C:9](=[O:15])[O:10][C:11]([CH3:14])([CH3:13])[CH3:12])=[N:6][CH:7]=1.[CH:36]1([NH2:39])[CH2:38][CH2:37]1.C(N(CC)CC)C.[C:47](=O)([O:53]C(C)(C)C)[O:48][C:49]([CH3:52])([CH3:51])[CH3:50]. Product: [C:11]([O:10][C:9]([N:8]([C:16]([O:18][C:19]([CH3:22])([CH3:20])[CH3:21])=[O:17])[C:5]1[C:4]([C:23]2[O:27][N:26]=[C:25]([C:28]3[CH:33]=[CH:32][C:31]([CH2:34][N:39]([CH:36]4[CH2:38][CH2:37]4)[C:47](=[O:53])[O:48][C:49]([CH3:52])([CH3:51])[CH3:50])=[CH:30][CH:29]=3)[CH:24]=2)=[N:3][C:2]([Br:1])=[CH:7][N:6]=1)=[O:15])([CH3:13])([CH3:12])[CH3:14]. The catalyst class is: 39. (3) Reactant: [CH3:1][O:2][C:3](=[O:10])[CH2:4][CH2:5][CH2:6][C:7](Cl)=[O:8].[CH2:11]([O:13][C:14](=[O:58])[CH2:15][CH2:16][CH2:17][CH2:18][CH2:19][NH:20][C:21]([NH:23][C:24]1[CH:29]=[C:28]([CH3:30])[C:27]([C:31]2[CH:36]=[CH:35][CH:34]=[C:33]([S:37]([C:40]3[CH:44]=[C:43]([C:45]([NH:47][C:48]([O:50][C:51]([CH3:54])([CH3:53])[CH3:52])=[O:49])=[NH:46])[S:42][C:41]=3[S:55][CH3:56])(=[O:39])=[O:38])[CH:32]=2)=[C:26]([NH2:57])[CH:25]=1)=[O:22])[CH3:12].C(N(CC)CC)C. Product: [CH2:11]([O:13][C:14](=[O:58])[CH2:15][CH2:16][CH2:17][CH2:18][CH2:19][NH:20][C:21]([NH:23][C:24]1[CH:29]=[C:28]([CH3:30])[C:27]([C:31]2[CH:36]=[CH:35][CH:34]=[C:33]([S:37]([C:40]3[CH:44]=[C:43]([C:45]([NH:47][C:48]([O:50][C:51]([CH3:52])([CH3:53])[CH3:54])=[O:49])=[NH:46])[S:42][C:41]=3[S:55][CH3:56])(=[O:39])=[O:38])[CH:32]=2)=[C:26]([NH:57][C:7](=[O:8])[CH2:6][CH2:5][CH2:4][C:3]([O:2][CH3:1])=[O:10])[CH:25]=1)=[O:22])[CH3:12]. The catalyst class is: 91. (4) Reactant: FC(F)(F)S(O[CH2:7][CH2:8][CH2:9][C:10]([F:16])([F:15])[C:11]([F:14])([F:13])[F:12])(=O)=O.[F:19][C:20]([F:29])([F:28])[CH2:21][CH2:22][CH:23]([C:26]#[N:27])[C:24]#[N:25].C(=O)([O-])[O-].[K+].[K+].Cl. Product: [F:16][C:10]([F:15])([C:11]([F:12])([F:13])[F:14])[CH2:9][CH2:8][CH2:7][C:23]([CH2:22][CH2:21][C:20]([F:19])([F:28])[F:29])([C:24]#[N:25])[C:26]#[N:27]. The catalyst class is: 57. (5) The catalyst class is: 1. Product: [CH2:14]([N:16]([CH2:17][CH3:18])[C:3]1[C:11]([O:12][CH3:13])=[CH:10][CH:9]=[CH:8][C:4]=1[C:5]([OH:7])=[O:6])[CH3:15]. Reactant: CO[C:3]1[C:11]([O:12][CH3:13])=[CH:10][CH:9]=[CH:8][C:4]=1[C:5]([OH:7])=[O:6].[CH2:14]([N-:16][CH2:17][CH3:18])[CH3:15].[Li+].O.